This data is from Reaction yield outcomes from USPTO patents with 853,638 reactions. The task is: Predict the reaction yield, written as a fraction of the theoretical maximum amount of product (1.0 means a 100% yield; for example, 0.34 means a 34% yield). (1) The reactants are [C:1]([P:5](Cl)[C:6]([CH3:9])([CH3:8])[CH3:7])([CH3:4])([CH3:3])[CH3:2].[CH:11](Cl)([CH3:13])[CH3:12].[Mg].S(=O)(=O)(O)O. The catalyst is O1CCCC1.[Cu]Cl.C1(C)C=CC=CC=1. The product is [C:1]([P:5]([C:6]([CH3:9])([CH3:8])[CH3:7])[CH:11]([CH3:13])[CH3:12])([CH3:4])([CH3:3])[CH3:2]. The yield is 0.927. (2) The reactants are [CH:1]1[C:6]([C@H:7]([NH2:11])[C:8]([OH:10])=[O:9])=[CH:5][CH:4]=[C:3]([C:12]([F:15])([F:14])[F:13])[CH:2]=1.C(=O)(O)[O-].[Na+].[CH3:21][C:22]([O:25][C:26](O[C:26]([O:25][C:22]([CH3:24])([CH3:23])[CH3:21])=[O:27])=[O:27])([CH3:24])[CH3:23].Cl. The catalyst is O1CCOCC1.O.C(Cl)Cl. The product is [C:22]([O:25][C:26]([NH:11][C@@H:7]([C:6]1[CH:5]=[CH:4][C:3]([C:12]([F:13])([F:14])[F:15])=[CH:2][CH:1]=1)[C:8]([OH:10])=[O:9])=[O:27])([CH3:24])([CH3:23])[CH3:21]. The yield is 0.930.